This data is from Full USPTO retrosynthesis dataset with 1.9M reactions from patents (1976-2016). The task is: Predict the reactants needed to synthesize the given product. Given the product [Cl:24][C:17]1[C:18]([S:20]([CH3:23])(=[O:21])=[O:22])=[CH:19][C:14]([C:13]2[NH:12][C@@:3]([C:5]3[CH:10]=[CH:9][C:8]([Cl:11])=[CH:7][CH:6]=3)([CH3:4])[C@@:2]([C:30]3[CH:35]=[CH:34][C:33]([Cl:36])=[CH:32][CH:31]=3)([CH3:29])[N:1]=2)=[C:15]([O:25][CH2:26][CH3:27])[CH:16]=1, predict the reactants needed to synthesize it. The reactants are: [NH2:1][C@@:2]([C:30]1[CH:35]=[CH:34][C:33]([Cl:36])=[CH:32][CH:31]=1)([CH3:29])[C@@:3]([NH:12][C:13](=O)[C:14]1[CH:19]=[C:18]([S:20]([CH3:23])(=[O:22])=[O:21])[C:17]([Cl:24])=[CH:16][C:15]=1[O:25][CH2:26][CH3:27])([C:5]1[CH:10]=[CH:9][C:8]([Cl:11])=[CH:7][CH:6]=1)[CH3:4].P(Cl)(Cl)(Cl)=O.C(=O)(O)[O-].[Na+].[OH-].[Na+].